Dataset: Full USPTO retrosynthesis dataset with 1.9M reactions from patents (1976-2016). Task: Predict the reactants needed to synthesize the given product. (1) Given the product [CH3:27][CH:23]1[NH:22][CH2:21][CH2:20][N:19]([C:16]2[CH:15]=[CH:14][C:13]3[NH:12][CH:11]=[C:10]4[C:25](=[O:26])[N:7]([C:1]5[CH:6]=[CH:5][CH:4]=[CH:3][CH:2]=5)[N:8]=[C:9]4[C:18]=3[N:17]=2)[CH2:24]1, predict the reactants needed to synthesize it. The reactants are: [C:1]1([N:7]2[C:25](=[O:26])[C:10]3=[CH:11][NH:12][C:13]4[CH:14]=[CH:15][C:16]([N:19]5[CH2:24][CH2:23][NH:22][CH2:21][CH2:20]5)=[N:17][C:18]=4[C:9]3=[N:8]2)[CH:6]=[CH:5][CH:4]=[CH:3][CH:2]=1.[CH3:27]C1CNCCN1. (2) Given the product [NH2:1][C@@H:2]1[CH2:7][CH2:6][CH2:5][CH2:4][C@H:3]1[NH:8][C:10]1[CH:17]=[CH:16][C:13]([C:14]#[N:15])=[C:12]([C:18]([F:19])([F:21])[F:20])[CH:11]=1, predict the reactants needed to synthesize it. The reactants are: [NH2:1][C@@H:2]1[CH2:7][CH2:6][CH2:5][CH2:4][C@H:3]1[NH2:8].F[C:10]1[CH:17]=[CH:16][C:13]([C:14]#[N:15])=[C:12]([C:18]([F:21])([F:20])[F:19])[CH:11]=1. (3) Given the product [CH2:4]([C:6]1[CH:11]=[C:10]([OH:12])[C:9]([F:13])=[CH:8][C:7]=1[C:14]1[CH:22]=[C:21]2[C:17]([C:18]([C:23]3[NH:24][C:25]4[CH2:30][CH2:29][N:28]([C:38]([C:37]5[CH:41]=[CH:42][C:34]([C:32]#[N:33])=[N:35][CH:36]=5)=[O:39])[CH2:27][C:26]=4[N:31]=3)=[N:19][NH:20]2)=[CH:16][CH:15]=1)[CH3:5], predict the reactants needed to synthesize it. The reactants are: Br.Br.Br.[CH2:4]([C:6]1[C:7]([C:14]2[CH:22]=[C:21]3[C:17]([C:18]([C:23]4[NH:24][C:25]5[CH2:30][CH2:29][NH:28][CH2:27][C:26]=5[N:31]=4)=[N:19][NH:20]3)=[CH:16][CH:15]=2)=[CH:8][C:9]([F:13])=[C:10]([OH:12])[CH:11]=1)[CH3:5].[C:32]([C:34]1[CH:42]=[CH:41][C:37]([C:38](Cl)=[O:39])=[CH:36][N:35]=1)#[N:33].CCN(C(C)C)C(C)C.C(=O)([O-])O.[Na+]. (4) Given the product [CH3:1][O:2][C:3]1[C:8]2[C:9]([C:30]3[CH:35]=[CH:34][CH:33]=[CH:32][CH:31]=3)=[C:10]([C:12]3[CH:13]=[CH:14][C:15]([C:18]4([NH2:22])[CH2:19][CH2:20][CH2:21]4)=[CH:16][CH:17]=3)[O:11][C:7]=2[CH:6]=[CH:5][N:4]=1, predict the reactants needed to synthesize it. The reactants are: [CH3:1][O:2][C:3]1[C:8]2[C:9]([C:30]3[CH:35]=[CH:34][CH:33]=[CH:32][CH:31]=3)=[C:10]([C:12]3[CH:17]=[CH:16][C:15]([C:18]4([NH:22]C(=O)OC(C)(C)C)[CH2:21][CH2:20][CH2:19]4)=[CH:14][CH:13]=3)[O:11][C:7]=2[CH:6]=[CH:5][N:4]=1.C(O)(C(F)(F)F)=O. (5) Given the product [ClH:20].[F:16][C:13]1[CH:14]=[CH:15][C:10]([CH2:9][CH2:8][NH2:7])=[CH:11][C:12]=1[O:17][CH3:18], predict the reactants needed to synthesize it. The reactants are: C(OC(=O)[NH:7][CH2:8][CH2:9][C:10]1[CH:15]=[CH:14][C:13]([F:16])=[C:12]([O:17][CH3:18])[CH:11]=1)(C)(C)C.[ClH:20].C(OCC)(=O)C. (6) Given the product [CH3:1][C:2]([CH3:44])([CH2:6][C:7]1[N:11]([CH2:12][C:13]2[CH:14]=[CH:15][C:16]([C:46]3[S:50][CH:49]=[N:48][CH:47]=3)=[CH:17][CH:18]=2)[C:10]2[CH:28]=[CH:29][C:30]([O:32][CH2:33][C:34]3[CH:43]=[CH:42][C:41]4[C:36](=[CH:37][CH:38]=[CH:39][CH:40]=4)[N:35]=3)=[CH:31][C:9]=2[N:8]=1)[C:3]([OH:5])=[O:4], predict the reactants needed to synthesize it. The reactants are: [CH3:1][C:2]([CH3:44])([CH2:6][C:7]1[N:11]([CH2:12][C:13]2[CH:18]=[CH:17][C:16](B3OC(C)(C)C(C)(C)O3)=[CH:15][CH:14]=2)[C:10]2[CH:28]=[CH:29][C:30]([O:32][CH2:33][C:34]3[CH:43]=[CH:42][C:41]4[C:36](=[CH:37][CH:38]=[CH:39][CH:40]=4)[N:35]=3)=[CH:31][C:9]=2[N:8]=1)[C:3]([OH:5])=[O:4].Br[C:46]1[S:50][CH:49]=[N:48][CH:47]=1.